Dataset: Full USPTO retrosynthesis dataset with 1.9M reactions from patents (1976-2016). Task: Predict the reactants needed to synthesize the given product. (1) Given the product [CH:4]1([C@H:8]([NH:10][C:11]2[N:19]=[C:18]([C:20](=[NH:23])[NH:3][NH:2][CH3:1])[N:17]=[C:16]3[C:12]=2[N:13]([CH2:36][C@H:37]2[CH2:38][CH2:39][C@H:40]([CH3:43])[CH2:41][CH2:42]2)[C:14]([N:24]2[CH2:29][CH2:28][O:45][CH2:44][C@H:25]2[C:30]2[CH:31]=[CH:32][CH:33]=[CH:34][CH:35]=2)=[N:15]3)[CH3:9])[CH2:7][CH2:6][CH2:5]1, predict the reactants needed to synthesize it. The reactants are: [CH3:1][NH:2][NH2:3].[CH:4]1([C@H:8]([NH:10][C:11]2[N:19]=[C:18]([C:20](=[NH:23])OC)[N:17]=[C:16]3[C:12]=2[N:13]([CH2:36][C@H:37]2[CH2:42][CH2:41][C@H:40]([CH3:43])[CH2:39][CH2:38]2)[C:14]([N:24]2[CH2:29][CH2:28]OC[C@H:25]2[C:30]2[CH:35]=[CH:34][CH:33]=[CH:32][CH:31]=2)=[N:15]3)[CH3:9])[CH2:7][CH2:6][CH2:5]1.[CH3:44][OH:45]. (2) Given the product [Br:1][C:2]1[C:3]([O:9][C:10]2[C:15]([F:16])=[CH:14][CH:13]=[CH:12][C:11]=2[F:17])=[C:4]([Cl:18])[C:5]([NH2:8])=[N:6][CH:7]=1, predict the reactants needed to synthesize it. The reactants are: [Br:1][C:2]1[C:3]([O:9][C:10]2[C:15]([F:16])=[CH:14][CH:13]=[CH:12][C:11]=2[F:17])=[CH:4][C:5]([NH2:8])=[N:6][CH:7]=1.[Cl:18]N1C(=O)CCC1=O. (3) The reactants are: [CH3:1][C:2]1([CH3:20])[CH2:7][CH2:6][CH:5]([C:8]2[S:19][C:11]3[N:12]=[C:13]([CH3:18])[N:14]=[C:15]([CH2:16][OH:17])[C:10]=3[CH:9]=2)[CH2:4][CH2:3]1.[CH3:21][S:22](Cl)(=[O:24])=[O:23].C(=O)(O)[O-].[Na+]. Given the product [CH3:21][S:22]([O:17][CH2:16][C:15]1[C:10]2[CH:9]=[C:8]([CH:5]3[CH2:6][CH2:7][C:2]([CH3:20])([CH3:1])[CH2:3][CH2:4]3)[S:19][C:11]=2[N:12]=[C:13]([CH3:18])[N:14]=1)(=[O:24])=[O:23], predict the reactants needed to synthesize it. (4) Given the product [Cl:33][C:6]1[CH:11]=[C:10]([CH2:12][N:13]2[CH2:18][CH2:17][N:16]([C:19]3[CH:24]=[CH:23][C:22]([F:25])=[CH:21][CH:20]=3)[CH2:15][CH2:14]2)[CH:9]=[CH:8][C:7]=1[CH2:26][NH:27][C:28](=[O:30])[CH3:29], predict the reactants needed to synthesize it. The reactants are: N([O-])=O.[Na+].N[C:6]1[CH:11]=[C:10]([CH2:12][N:13]2[CH2:18][CH2:17][N:16]([C:19]3[CH:24]=[CH:23][C:22]([F:25])=[CH:21][CH:20]=3)[CH2:15][CH2:14]2)[CH:9]=[CH:8][C:7]=1[CH2:26][NH:27][C:28](=[O:30])[CH3:29].[OH-].[Na+].[ClH:33]. (5) Given the product [NH2:11][C:9]1[C:10]2[C:2]([I:1])=[CH:3][N:4]([CH:12]3[CH2:13][CH2:14][C:15](=[O:16])[CH2:20][CH2:21]3)[C:5]=2[N:6]=[CH:7][N:8]=1, predict the reactants needed to synthesize it. The reactants are: [I:1][C:2]1[C:10]2[C:9]([NH2:11])=[N:8][CH:7]=[N:6][C:5]=2[N:4]([CH:12]2[CH2:21][CH2:20][C:15]3(OCC[O:16]3)[CH2:14][CH2:13]2)[CH:3]=1.O.O.C(O)(=O)C(O)=O. (6) Given the product [Cl:26][C:27]1[CH:28]=[C:29]([CH:32]=[C:33]([O:35][C:2]2[C:3](=[O:25])[N:4]([CH2:12][C:13]3[N:17]([CH3:18])[C:16](=[O:19])[N:15]([C:20]([O:23][CH3:24])([CH3:22])[CH3:21])[N:14]=3)[CH:5]=[CH:6][C:7]=2[C:8]([F:11])([F:10])[F:9])[CH:34]=1)[C:30]#[N:31], predict the reactants needed to synthesize it. The reactants are: F[C:2]1[C:3](=[O:25])[N:4]([CH2:12][C:13]2[N:17]([CH3:18])[C:16](=[O:19])[N:15]([C:20]([O:23][CH3:24])([CH3:22])[CH3:21])[N:14]=2)[CH:5]=[CH:6][C:7]=1[C:8]([F:11])([F:10])[F:9].[Cl:26][C:27]1[CH:28]=[C:29]([CH:32]=[C:33]([OH:35])[CH:34]=1)[C:30]#[N:31].